From a dataset of NCI-60 drug combinations with 297,098 pairs across 59 cell lines. Regression. Given two drug SMILES strings and cell line genomic features, predict the synergy score measuring deviation from expected non-interaction effect. Drug 1: COC1=C(C=C2C(=C1)N=CN=C2NC3=CC(=C(C=C3)F)Cl)OCCCN4CCOCC4. Drug 2: C1=CN(C=N1)CC(O)(P(=O)(O)O)P(=O)(O)O. Cell line: OVCAR-4. Synergy scores: CSS=12.6, Synergy_ZIP=-5.56, Synergy_Bliss=-6.25, Synergy_Loewe=-6.84, Synergy_HSA=-3.29.